This data is from Experimentally validated miRNA-target interactions with 360,000+ pairs, plus equal number of negative samples. The task is: Binary Classification. Given a miRNA mature sequence and a target amino acid sequence, predict their likelihood of interaction. (1) The miRNA is hsa-miR-129-5p with sequence CUUUUUGCGGUCUGGGCUUGC. The protein sequence of the target gene is MKEMVGGCCVCSDERGWAENPLVYCDGHACSVAVHQACYGIVQVPTGPWFCRKCESQERAARVRCELCPHKDGALKRTDNGGWAHVVCALYIPEVQFANVLTMEPIVLQYVPHDRFNKTCYICEEQGRESKAASGACMTCNRHGCRQAFHVTCAQMAGLLCEEEVLEVDNVKYCGYCKYHFSKMKTSRHSSGGGGGGAGGGGGSMGGGGSGFISGRRSRSASPSTQQEKHPTHHERGQKKSRKDKERLKQKHKKRPESPPSILTPPVVPTADKVSSSASSSSHHEASTQETSESSRESKG.... Result: 1 (interaction). (2) The miRNA is hsa-miR-4446-5p with sequence AUUUCCCUGCCAUUCCCUUGGC. The protein sequence of the target gene is MEPIGARLSLEAPGPAPFREAPPAEELPAPVVPCVQGGGDGGGASETPSPDAQLGDRPLSPKEEAAPQEQEELLECRRRCRARSFSLPADPILQAAKFLQQQQQQAVALGGEGAEDAQLGPGGCCAKCKKRVQFADTLGLSLASVKHFSEAEEPQVPPAVLSRLRSFPMRAEDLEQLGGLLAAAAVAAPLSAPPSRLRPLFQLPGPSAAAERLQRQRVCLERVQCSTASGAEVKGSGRVLSCPGPRAVTVRYTFTEWRSFLDVPAELQPEPLEPQQPEAPSGASEPGSGDAKKEPGAECF.... Result: 1 (interaction).